Dataset: Forward reaction prediction with 1.9M reactions from USPTO patents (1976-2016). Task: Predict the product of the given reaction. (1) Given the reactants [N:1]1([C:5]2[N:10]=[CH:9][C:8]([NH:11][C:12]([C:14]3[N:15]([CH2:24][C:25]4[CH:30]=[CH:29][CH:28]=[C:27]([F:31])[CH:26]=4)[C:16]4[C:21]([CH:22]=3)=[CH:20][C:19](Br)=[CH:18][CH:17]=4)=[O:13])=[CH:7][CH:6]=2)[CH2:4][CH2:3][CH2:2]1.[CH2:32]([SiH:34]([CH2:36][CH3:37])C)[CH3:33].[O-]P(OP(OP([O-])([O-])=O)([O-])=O)(=O)[O-].[K+].[K+].[K+].[K+].[K+].[CH3:56]N1CCCC1=O, predict the reaction product. The product is: [N:1]1([C:5]2[N:10]=[CH:9][C:8]([NH:11][C:12]([C:14]3[N:15]([CH2:24][C:25]4[CH:30]=[CH:29][CH:28]=[C:27]([F:31])[CH:26]=4)[C:16]4[C:21]([C:22]=3[SiH:34]([CH2:36][CH3:37])[CH2:32][CH3:33])=[CH:20][C:19]([CH3:56])=[CH:18][CH:17]=4)=[O:13])=[CH:7][CH:6]=2)[CH2:4][CH2:3][CH2:2]1. (2) Given the reactants C(OC([N:8]1[CH2:13][CH2:12][CH:11]([NH:14][C:15]2[N:16]=[CH:17][C:18]3[C:23]([CH3:25])([CH3:24])[O:22][C:21]([CH3:27])([CH3:26])[C:19]=3[N:20]=2)[CH2:10][CH2:9]1)=O)(C)(C)C.[ClH:28], predict the reaction product. The product is: [ClH:28].[ClH:28].[NH:8]1[CH2:9][CH2:10][CH:11]([NH:14][C:15]2[N:16]=[CH:17][C:18]3[C:23]([CH3:25])([CH3:24])[O:22][C:21]([CH3:27])([CH3:26])[C:19]=3[N:20]=2)[CH2:12][CH2:13]1. (3) The product is: [Cl:8][C:6]1[N:5]=[CH:4][N:3]=[C:2]([NH:9][C:10]2[CH:11]=[C:12]([NH:16][C:17](=[O:23])[O:18][C:19]([CH3:21])([CH3:20])[CH3:22])[CH:13]=[CH:14][CH:15]=2)[CH:7]=1. Given the reactants Cl[C:2]1[CH:7]=[C:6]([Cl:8])[N:5]=[CH:4][N:3]=1.[NH2:9][C:10]1[CH:11]=[C:12]([NH:16][C:17](=[O:23])[O:18][C:19]([CH3:22])([CH3:21])[CH3:20])[CH:13]=[CH:14][CH:15]=1.C(N(CC)CC)C, predict the reaction product.